This data is from Experimentally validated miRNA-target interactions with 360,000+ pairs, plus equal number of negative samples. The task is: Binary Classification. Given a miRNA mature sequence and a target amino acid sequence, predict their likelihood of interaction. (1) The miRNA is cel-miR-1829a-3p with sequence CAACCAUUGGAAUUUCUCUAUU. The protein sequence of the target gene is MERSPFLLACILLPLVRGHSLFTCEPITVPRCMKMTYNMTFFPNLMGHYDQGIAAVEMGHFLHLANLECSPNIEMFLCQAFIPTCTEQIHVVLPCRKLCEKIVSDCKKLMDTFGIRWPEELECNRLPHCDDTVPVTSHPHTELSGPQKKSDQVPRDIGFWCPKHLRTSGDQGYRFLGIEQCAPPCPNMYFKSDELDFAKSFIGIVSIFCLCATLFTFLTFLIDVRRFRYPERPIIYYSVCYSIVSLMYFVGFLLGNSTACNKADEKLELGDTVVLGSKNKACSVVFMFLYFFTMAGTVWW.... Result: 0 (no interaction). (2) The miRNA is hsa-miR-224-5p with sequence UCAAGUCACUAGUGGUUCCGUUUAG. The protein sequence of the target gene is MTLESMMACCLSDEVKESKRINAEIEKQLRRDKRDARRELKLLLLGTGESGKSTFIKQMRIIHGAGYSEEDKRGFTKLVYQNIFTAMQAMIRAMETLKILYKYEQNKANALLIREVDVEKVTTFEHQYVSAIKTLWEDPGIQECYDRRREYQLSDSAKYYLTDVDRIATLGYLPTQQDVLRVRVPTTGIIEYPFDLENIIFRMVDVGGQRSERRKWIHCFENVTSIMFLVALSEYDQVLVESDNENRMEESKALFRTIITYPWFQNSSVILFLNKKDLLEDKILYSHLVDYFPEFDGPQR.... Result: 1 (interaction).